Dataset: Catalyst prediction with 721,799 reactions and 888 catalyst types from USPTO. Task: Predict which catalyst facilitates the given reaction. (1) Reactant: [OH-].[K+].[N:3]1[CH:8]=[CH:7][CH:6]=[C:5]([CH:9]=[O:10])[CH:4]=1.[N+:11]([CH2:13][C:14]([N:16]1[CH2:20][CH2:19][CH2:18][CH2:17]1)=[O:15])#[C-:12]. Product: [N:3]1[CH:8]=[CH:7][CH:6]=[C:5]([C@@H:9]2[O:10][CH:12]=[N:11][C@H:13]2[C:14]([N:16]2[CH2:20][CH2:19][CH2:18][CH2:17]2)=[O:15])[CH:4]=1. The catalyst class is: 5. (2) Reactant: [OH:1][CH2:2][CH2:3][CH2:4][CH:5]1[CH2:10][CH2:9][N:8]([C:11]([O:13][CH:14]([CH3:16])[CH3:15])=[O:12])[CH2:7][CH2:6]1.C(N(C(C)C)C(C)C)C.[CH3:26][S:27](Cl)(=[O:29])=[O:28]. Product: [CH3:26][S:27]([O:1][CH2:2][CH2:3][CH2:4][CH:5]1[CH2:10][CH2:9][N:8]([C:11]([O:13][CH:14]([CH3:16])[CH3:15])=[O:12])[CH2:7][CH2:6]1)(=[O:29])=[O:28]. The catalyst class is: 2. (3) The catalyst class is: 1. Reactant: Cl[C:2]1[N:10]=[C:9](F)[N:8]=[C:7]2[C:3]=1[N:4]=[CH:5][NH:6]2.C1(P(C2C=CC=CC=2)C2C=CC=CC=2)C=CC=CC=1.N(C(OCC)=O)=NC(OCC)=O. Product: [N:10]1[CH:2]=[C:3]2[C:7]([N:6]=[CH:5][NH:4]2)=[N:8][CH:9]=1. (4) Reactant: [C:1]([C:9]1[CH:25]=[CH:24][C:12]([O:13][CH2:14][C:15]2[O:19][C:18]([C:20]([O:22][CH3:23])=[O:21])=[CH:17][CH:16]=2)=[CH:11][CH:10]=1)(=[O:8])[C:2]1[CH:7]=[CH:6][CH:5]=[CH:4][CH:3]=1.[BH4-].[Na+]. Product: [OH:8][CH:1]([C:2]1[CH:3]=[CH:4][CH:5]=[CH:6][CH:7]=1)[C:9]1[CH:25]=[CH:24][C:12]([O:13][CH2:14][C:15]2[O:19][C:18]([C:20]([O:22][CH3:23])=[O:21])=[CH:17][CH:16]=2)=[CH:11][CH:10]=1. The catalyst class is: 92. (5) Reactant: [F:1][C:2]([F:14])([F:13])[C:3]([NH:5][CH2:6][CH:7]1[CH2:12][CH2:11][CH2:10][NH:9][CH2:8]1)=[O:4].CCN(C(C)C)C(C)C.[CH:24]([C:26]1[CH:27]=[CH:28][N:29]=[C:30]2[C:35]=1[N:34]=[C:33]([O:36][CH3:37])[CH:32]=[CH:31]2)=[CH2:25]. Product: [F:14][C:2]([F:1])([F:13])[C:3]([NH:5][CH2:6][CH:7]1[CH2:12][CH2:11][CH2:10][N:9]([CH2:25][CH2:24][C:26]2[C:35]3[C:30](=[CH:31][CH:32]=[C:33]([O:36][CH3:37])[N:34]=3)[N:29]=[CH:28][CH:27]=2)[CH2:8]1)=[O:4]. The catalyst class is: 3. (6) Reactant: Cl.[CH3:2][N:3]1[CH:7]=[C:6]([C:8]2[N:13]=[C:12]([C:14]3[CH:15]=[N:16][N:17]([C:19]4([CH2:23][C:24]#[N:25])[CH2:22][NH:21][CH2:20]4)[CH:18]=3)[N:11]3[CH:26]=[CH:27][N:28]=[C:10]3[CH:9]=2)[CH:5]=[N:4]1.C1C[O:32][CH2:31][CH2:30]1.C(N(CC)CC)C.C(OC(=O)C)(=O)C. Product: [C:31]([N:21]1[CH2:22][C:19]([CH2:23][C:24]#[N:25])([N:17]2[CH:18]=[C:14]([C:12]3[N:11]4[CH:26]=[CH:27][N:28]=[C:10]4[CH:9]=[C:8]([C:6]4[CH:5]=[N:4][N:3]([CH3:2])[CH:7]=4)[N:13]=3)[CH:15]=[N:16]2)[CH2:20]1)(=[O:32])[CH3:30]. The catalyst class is: 6. (7) Reactant: Cl[C:2]1[C:11]2[C:6](=[CH:7][C:8]([CH:12]([CH3:14])[CH3:13])=[CH:9][CH:10]=2)[N:5]=[CH:4][N:3]=1.[NH2:15][C:16]1[CH:17]=[C:18]([CH:23]=[CH:24][C:25]=1[S:26][C:27]1[CH:32]=[CH:31][C:30]([NH:33][C:34]([O:36][C:37]([CH3:40])([CH3:39])[CH3:38])=[O:35])=[CH:29][CH:28]=1)[C:19]([O:21][CH3:22])=[O:20]. Product: [C:37]([O:36][C:34]([NH:33][C:30]1[CH:29]=[CH:28][C:27]([S:26][C:25]2[CH:24]=[CH:23][C:18]([C:19]([O:21][CH3:22])=[O:20])=[CH:17][C:16]=2[NH:15][C:2]2[C:11]3[C:6](=[CH:7][C:8]([CH:12]([CH3:14])[CH3:13])=[CH:9][CH:10]=3)[N:5]=[CH:4][N:3]=2)=[CH:32][CH:31]=1)=[O:35])([CH3:40])([CH3:38])[CH3:39]. The catalyst class is: 8.